From a dataset of NCI-60 drug combinations with 297,098 pairs across 59 cell lines. Regression. Given two drug SMILES strings and cell line genomic features, predict the synergy score measuring deviation from expected non-interaction effect. (1) Drug 1: CC12CCC3C(C1CCC2O)C(CC4=C3C=CC(=C4)O)CCCCCCCCCS(=O)CCCC(C(F)(F)F)(F)F. Drug 2: C1=NC2=C(N=C(N=C2N1C3C(C(C(O3)CO)O)F)Cl)N. Cell line: NCI-H522. Synergy scores: CSS=-0.783, Synergy_ZIP=-0.101, Synergy_Bliss=3.01, Synergy_Loewe=-12.6, Synergy_HSA=-2.48. (2) Drug 2: CCC1=C2CN3C(=CC4=C(C3=O)COC(=O)C4(CC)O)C2=NC5=C1C=C(C=C5)O. Cell line: A498. Drug 1: C1=NC2=C(N=C(N=C2N1C3C(C(C(O3)CO)O)F)Cl)N. Synergy scores: CSS=20.0, Synergy_ZIP=-5.14, Synergy_Bliss=2.07, Synergy_Loewe=-9.71, Synergy_HSA=0.920. (3) Drug 1: CC1OCC2C(O1)C(C(C(O2)OC3C4COC(=O)C4C(C5=CC6=C(C=C35)OCO6)C7=CC(=C(C(=C7)OC)O)OC)O)O. Drug 2: COC1=CC(=CC(=C1O)OC)C2C3C(COC3=O)C(C4=CC5=C(C=C24)OCO5)OC6C(C(C7C(O6)COC(O7)C8=CC=CS8)O)O. Cell line: TK-10. Synergy scores: CSS=35.0, Synergy_ZIP=-4.59, Synergy_Bliss=-2.21, Synergy_Loewe=2.68, Synergy_HSA=4.26. (4) Drug 1: C1CCC(C1)C(CC#N)N2C=C(C=N2)C3=C4C=CNC4=NC=N3. Drug 2: CC1C(C(CC(O1)OC2CC(CC3=C2C(=C4C(=C3O)C(=O)C5=CC=CC=C5C4=O)O)(C(=O)C)O)N)O. Cell line: COLO 205. Synergy scores: CSS=50.9, Synergy_ZIP=9.56, Synergy_Bliss=8.59, Synergy_Loewe=-49.0, Synergy_HSA=2.05. (5) Drug 1: CC1OCC2C(O1)C(C(C(O2)OC3C4COC(=O)C4C(C5=CC6=C(C=C35)OCO6)C7=CC(=C(C(=C7)OC)O)OC)O)O. Drug 2: CCC1(CC2CC(C3=C(CCN(C2)C1)C4=CC=CC=C4N3)(C5=C(C=C6C(=C5)C78CCN9C7C(C=CC9)(C(C(C8N6C)(C(=O)OC)O)OC(=O)C)CC)OC)C(=O)OC)O.OS(=O)(=O)O. Cell line: HL-60(TB). Synergy scores: CSS=88.1, Synergy_ZIP=5.25, Synergy_Bliss=5.17, Synergy_Loewe=3.46, Synergy_HSA=5.27. (6) Drug 1: C1=NC2=C(N=C(N=C2N1C3C(C(C(O3)CO)O)F)Cl)N. Drug 2: C1CCC(C(C1)N)N.C(=O)(C(=O)[O-])[O-].[Pt+4]. Cell line: IGROV1. Synergy scores: CSS=8.20, Synergy_ZIP=-3.84, Synergy_Bliss=-1.01, Synergy_Loewe=-1.49, Synergy_HSA=-1.35. (7) Drug 1: C1CC(=O)NC(=O)C1N2CC3=C(C2=O)C=CC=C3N. Drug 2: CC1=C(C=C(C=C1)NC(=O)C2=CC=C(C=C2)CN3CCN(CC3)C)NC4=NC=CC(=N4)C5=CN=CC=C5. Cell line: RPMI-8226. Synergy scores: CSS=8.76, Synergy_ZIP=-2.63, Synergy_Bliss=-1.21, Synergy_Loewe=2.31, Synergy_HSA=2.56. (8) Drug 2: C1=CN(C(=O)N=C1N)C2C(C(C(O2)CO)O)O.Cl. Drug 1: C1CCC(CC1)NC(=O)N(CCCl)N=O. Cell line: PC-3. Synergy scores: CSS=31.0, Synergy_ZIP=-6.99, Synergy_Bliss=-5.30, Synergy_Loewe=-9.11, Synergy_HSA=-2.21. (9) Drug 1: CCC1=CC2CC(C3=C(CN(C2)C1)C4=CC=CC=C4N3)(C5=C(C=C6C(=C5)C78CCN9C7C(C=CC9)(C(C(C8N6C)(C(=O)OC)O)OC(=O)C)CC)OC)C(=O)OC.C(C(C(=O)O)O)(C(=O)O)O. Drug 2: CCN(CC)CCCC(C)NC1=C2C=C(C=CC2=NC3=C1C=CC(=C3)Cl)OC. Cell line: NCI-H226. Synergy scores: CSS=39.2, Synergy_ZIP=-1.56, Synergy_Bliss=-0.528, Synergy_Loewe=-8.34, Synergy_HSA=0.0881.